Task: Predict which catalyst facilitates the given reaction.. Dataset: Catalyst prediction with 721,799 reactions and 888 catalyst types from USPTO Reactant: [N:1]([CH2:4][C@@H:5]1[C@@H:10]([OH:11])[C@H:9]([OH:12])[C@@H:8]([OH:13])[C@H:7]([C:14]2[CH:19]=[CH:18][C:17]([Cl:20])=[C:16]([CH2:21][C:22]3[CH:27]=[CH:26][C:25]([O:28][CH2:29][CH3:30])=[CH:24][CH:23]=3)[CH:15]=2)[O:6]1)=[N+]=[N-].C1(P(C2C=CC=CC=2)C2C=CC=CC=2)C=CC=CC=1. Product: [NH2:1][CH2:4][C@@H:5]1[C@@H:10]([OH:11])[C@H:9]([OH:12])[C@@H:8]([OH:13])[C@H:7]([C:14]2[CH:19]=[CH:18][C:17]([Cl:20])=[C:16]([CH2:21][C:22]3[CH:23]=[CH:24][C:25]([O:28][CH2:29][CH3:30])=[CH:26][CH:27]=3)[CH:15]=2)[O:6]1. The catalyst class is: 731.